Predict the product of the given reaction. From a dataset of Forward reaction prediction with 1.9M reactions from USPTO patents (1976-2016). (1) Given the reactants [CH3:1][C:2]1[CH:3]=[C:4]([C:8]2[CH:13]=[CH:12][C:11]([C:14]([OH:16])=O)=[CH:10][CH:9]=2)[CH:5]=[CH:6][CH:7]=1.[CH:17]1[CH:18]=[CH:19][N:20]2[CH2:26][C:25]3[CH:27]=[CH:28][CH:29]=[CH:30][C:24]=3[NH:23][CH2:22][C:21]=12.C(N(CC)C(C)C)(C)C, predict the reaction product. The product is: [CH:17]1[CH:18]=[CH:19][N:20]2[CH2:26][C:25]3[CH:27]=[CH:28][CH:29]=[CH:30][C:24]=3[N:23]([C:14]([C:11]3[CH:10]=[CH:9][C:8]([C:4]4[CH:5]=[CH:6][CH:7]=[C:2]([CH3:1])[CH:3]=4)=[CH:13][CH:12]=3)=[O:16])[CH2:22][C:21]=12. (2) Given the reactants Br[C:2]1[CH:20]=[CH:19][C:5]([C:6]([NH:8][C:9]2[CH:18]=[CH:17][C:12]3[O:13][CH2:14][CH2:15][O:16][C:11]=3[CH:10]=2)=[O:7])=[CH:4][CH:3]=1.[NH:21]1[CH2:26][CH2:25][CH2:24][CH2:23][CH2:22]1, predict the reaction product. The product is: [O:13]1[C:12]2[CH:17]=[CH:18][C:9]([NH:8][C:6](=[O:7])[C:5]3[CH:19]=[CH:20][C:2]([N:21]4[CH2:26][CH2:25][CH2:24][CH2:23][CH2:22]4)=[CH:3][CH:4]=3)=[CH:10][C:11]=2[O:16][CH2:15][CH2:14]1. (3) Given the reactants P(Cl)(Cl)(Cl)=O.[CH2:6]([C:8]1[NH:9][C:10]2[C:15]([CH:16]=1)=[CH:14][C:13]([O:17][CH3:18])=[CH:12][CH:11]=2)[CH3:7].CN(C)[CH:21]=[O:22], predict the reaction product. The product is: [CH2:6]([C:8]1[NH:9][C:10]2[C:15]([C:16]=1[CH:21]=[O:22])=[CH:14][C:13]([O:17][CH3:18])=[CH:12][CH:11]=2)[CH3:7]. (4) Given the reactants [CH:1](=O)[C:2]1[CH:12]=[C:9]([O:10][CH3:11])[C:7]([OH:8])=[C:4]([O:5][CH3:6])[CH:3]=1.[CH3:14][C:15]([O:17]C(C)=O)=[O:16].[C:21]([O-])(=[O:23])[CH3:22].[Na+], predict the reaction product. The product is: [CH3:6][O:5][C:4]1[CH:3]=[C:2]([CH:12]=[C:9]([O:10][CH3:11])[C:7]=1[O:8][C:21](=[O:23])[CH3:22])[CH:1]=[CH:14][C:15]([OH:17])=[O:16]. (5) Given the reactants [OH:1][C:2]1[CH:7]=[CH:6][N:5]([CH2:8][CH2:9][O:10][CH3:11])[C:4](=[O:12])[CH:3]=1.C(N(CC)CC)C.[S:20](O[S:20]([C:23]([F:26])([F:25])[F:24])(=[O:22])=[O:21])([C:23]([F:26])([F:25])[F:24])(=[O:22])=[O:21], predict the reaction product. The product is: [CH3:11][O:10][CH2:9][CH2:8][N:5]1[CH:6]=[CH:7][C:2]([O:1][S:20]([C:23]([F:26])([F:25])[F:24])(=[O:22])=[O:21])=[CH:3][C:4]1=[O:12]. (6) Given the reactants [CH3:1][O:2][C:3](=[O:46])[CH2:4][C:5](=[O:45])[CH2:6][CH:7]([O:37][Si](C(C)(C)C)(C)C)[CH:8]=[CH:9][C:10]1[N:11]([C:30]2[CH:35]=[CH:34][C:33]([F:36])=[CH:32][CH:31]=2)[N:12]=[C:13]([C:18](=[O:29])[N:19]([CH3:28])[CH2:20][C:21]2[CH:26]=[CH:25][CH:24]=[CH:23][C:22]=2[CH3:27])[C:14]=1[CH:15]([CH3:17])[CH3:16].CCOC(C)=O, predict the reaction product. The product is: [CH3:1][O:2][C:3](=[O:46])[CH2:4][C:5](=[O:45])[CH2:6][CH:7]([OH:37])[CH:8]=[CH:9][C:10]1[N:11]([C:30]2[CH:31]=[CH:32][C:33]([F:36])=[CH:34][CH:35]=2)[N:12]=[C:13]([C:18](=[O:29])[N:19]([CH3:28])[CH2:20][C:21]2[CH:26]=[CH:25][CH:24]=[CH:23][C:22]=2[CH3:27])[C:14]=1[CH:15]([CH3:16])[CH3:17]. (7) Given the reactants [NH2:1][C:2]1[N:7]=[CH:6][C:5]([C:8]2[CH:16]=[CH:15][CH:14]=[C:13]3[C:9]=2[CH2:10][C:11](=[O:17])[NH:12]3)=[CH:4][N:3]=1.[CH2:18]([N:20]([CH2:35][CH3:36])[CH2:21][CH2:22][NH:23][C:24]([C:26]1[C:30]([CH3:31])=[C:29]([CH:32]=O)[NH:28][C:27]=1[CH3:34])=[O:25])[CH3:19], predict the reaction product. The product is: [CH2:35]([N:20]([CH2:18][CH3:19])[CH2:21][CH2:22][NH:23][C:24]([C:26]1[C:30]([CH3:31])=[C:29]([CH:32]=[C:10]2[C:9]3[C:13](=[CH:14][CH:15]=[CH:16][C:8]=3[C:5]3[CH:4]=[N:3][C:2]([NH2:1])=[N:7][CH:6]=3)[NH:12][C:11]2=[O:17])[NH:28][C:27]=1[CH3:34])=[O:25])[CH3:36]. (8) Given the reactants [O:1]1[CH2:5][CH2:4][O:3][CH:2]1[C:6]1[S:10][CH:9]=[C:8]([CH:11]2[C:20]3[C:15](=[CH:16][CH:17]=[CH:18][CH:19]=3)[CH2:14][CH2:13][NH:12]2)[CH:7]=1.[CH3:21][C:22]([O:25][C:26](O[C:26]([O:25][C:22]([CH3:24])([CH3:23])[CH3:21])=[O:27])=[O:27])([CH3:24])[CH3:23], predict the reaction product. The product is: [O:1]1[CH2:5][CH2:4][O:3][CH:2]1[C:6]1[S:10][CH:9]=[C:8]([CH:11]2[C:20]3[C:15](=[CH:16][CH:17]=[CH:18][CH:19]=3)[CH2:14][CH2:13][N:12]2[C:26]([O:25][C:22]([CH3:24])([CH3:23])[CH3:21])=[O:27])[CH:7]=1. (9) Given the reactants [CH2:1]([O:8][C:9]([N:11]1[CH2:14][CH:13]([C:15](O)=[O:16])[CH2:12]1)=[O:10])[C:2]1[CH:7]=[CH:6][CH:5]=[CH:4][CH:3]=1.B.C1COCC1.[OH-].[Na+], predict the reaction product. The product is: [CH2:1]([O:8][C:9]([N:11]1[CH2:14][CH:13]([CH2:15][OH:16])[CH2:12]1)=[O:10])[C:2]1[CH:7]=[CH:6][CH:5]=[CH:4][CH:3]=1. (10) Given the reactants [CH3:1][O:2][C:3]1[CH:4]=[C:5]([C:9]2[CH:17]=[CH:16][CH:15]=[C:14]3[C:10]=2[CH2:11][C:12](=[O:18])[NH:13]3)[CH:6]=[CH:7][CH:8]=1.[CH3:19][C@H:20]1[NH:25][C@@H:24]([CH3:26])[CH2:23][N:22]([C:27]([C:29]2[C:30]([CH3:36])=[C:31]([CH:34]=O)[NH:32][CH:33]=2)=[O:28])[CH2:21]1, predict the reaction product. The product is: [CH3:26][C@H:24]1[NH:25][C@@H:20]([CH3:19])[CH2:21][N:22]([C:27]([C:29]2[C:30]([CH3:36])=[C:31]([CH:34]=[C:11]3[C:10]4[C:14](=[CH:15][CH:16]=[CH:17][C:9]=4[C:5]4[CH:6]=[CH:7][CH:8]=[C:3]([O:2][CH3:1])[CH:4]=4)[NH:13][C:12]3=[O:18])[NH:32][CH:33]=2)=[O:28])[CH2:23]1.